This data is from Reaction yield outcomes from USPTO patents with 853,638 reactions. The task is: Predict the reaction yield, written as a fraction of the theoretical maximum amount of product (1.0 means a 100% yield; for example, 0.34 means a 34% yield). (1) The reactants are [NH2:1][C:2]1[CH:7]=[C:6](Cl)[CH:5]=[CH:4][N:3]=1.[F:9][C:10]1[CH:15]=[CH:14][C:13](B(O)O)=[C:12]([O:19][CH3:20])[CH:11]=1.C(=O)([O-])[O-].[Na+].[Na+]. The catalyst is COCCOC.[Pd](Cl)Cl.C1(P(C2C=CC=CC=2)C2C=CC=CC=2)C=CC=CC=1.C1(P(C2C=CC=CC=2)C2C=CC=CC=2)C=CC=CC=1. The product is [F:9][C:10]1[CH:15]=[CH:14][C:13]([C:6]2[CH:5]=[CH:4][N:3]=[C:2]([NH2:1])[CH:7]=2)=[C:12]([O:19][CH3:20])[CH:11]=1. The yield is 0.880. (2) The reactants are [F:1][C:2]1[CH:9]=[CH:8][CH:7]=[C:6](F)[C:3]=1[C:4]#[N:5].[NH:11]1[CH:15]=[N:14][CH:13]=[N:12]1.C(=O)([O-])[O-].[Cs+].[Cs+].O. The catalyst is CS(C)=O. The product is [F:1][C:2]1[CH:9]=[CH:8][CH:7]=[C:6]([N:11]2[CH:15]=[N:14][CH:13]=[N:12]2)[C:3]=1[C:4]#[N:5]. The yield is 0.180. (3) The reactants are Br[CH2:2][C:3](=[O:13])[CH2:4][CH2:5][C:6]1[CH:11]=[CH:10][C:9]([Br:12])=[CH:8][CH:7]=1.[NH:14]1[CH:18]=[CH:17][N:16]=[CH:15]1. The catalyst is CN(C)C=O.C(OCC)(=O)C. The product is [Br:12][C:9]1[CH:10]=[CH:11][C:6]([CH2:5][CH2:4][C:3](=[O:13])[CH2:2][N:14]2[CH:18]=[CH:17][N:16]=[CH:15]2)=[CH:7][CH:8]=1. The yield is 0.760. (4) The reactants are Cl.CNC.[C:5]1(=O)[CH2:10][CH2:9][CH2:8][CH2:7][CH2:6]1.[C-]#N.[K+].CN(C)C1(C#N)CCCC1.[CH3:25][N:26]([CH3:35])[C:27]1([C:33]#[N:34])[CH2:32][CH2:31][CH2:30][CH2:29][CH2:28]1.C1([Li])C=CC=CC=1.[BH4-].[Na+].NC(C1C=CC=CC=1)C1(N(C)C)CCCC1. The catalyst is O.C(OCCCC)CCC.C1COCC1. The product is [NH2:34][CH:33]([C:5]1[CH:10]=[CH:9][CH:8]=[CH:7][CH:6]=1)[C:27]1([N:26]([CH3:35])[CH3:25])[CH2:32][CH2:31][CH2:30][CH2:29][CH2:28]1. The yield is 0.360. (5) The reactants are [Cl:1][C:2]1[CH:7]=[C:6](Cl)[CH:5]=[CH:4][N:3]=1.[F:9][C:10]1[CH:11]=[C:12]([OH:17])[CH:13]=[CH:14][C:15]=1[NH2:16]. No catalyst specified. The product is [Cl:1][C:2]1[CH:7]=[C:6]([O:17][C:12]2[CH:13]=[CH:14][C:15]([NH2:16])=[C:10]([F:9])[CH:11]=2)[CH:5]=[CH:4][N:3]=1. The yield is 0.860. (6) The reactants are [CH3:1][C@@H:2]1[CH2:6][N:5](C(OC(C)(C)C)=O)[C@H:4]([C:14]2[NH:18][C:17]3[C:19]4[C:24]([CH:25]=[CH:26][C:16]=3[N:15]=2)=[CH:23][C:22]2[C:27]3[C:32]([CH2:33][O:34][C:21]=2[CH:20]=4)=[CH:31][C:30](B2OC(C)(C)C(C)(C)O2)=[CH:29][CH:28]=3)[CH2:3]1.I[C:45]1[NH:49][C:48]([C@@H:50]2[CH2:54][C@H:53]([CH3:55])[CH2:52][N:51]2[C:56]([O:58][C:59]([CH3:62])([CH3:61])[CH3:60])=[O:57])=[N:47][CH:46]=1.[C:63]([O-:66])([O-:65])=O.[K+].[K+]. The catalyst is COCCOC.C1C=CC([P]([Pd]([P](C2C=CC=CC=2)(C2C=CC=CC=2)C2C=CC=CC=2)([P](C2C=CC=CC=2)(C2C=CC=CC=2)C2C=CC=CC=2)[P](C2C=CC=CC=2)(C2C=CC=CC=2)C2C=CC=CC=2)(C2C=CC=CC=2)C2C=CC=CC=2)=CC=1.C1C=CC(P(C2C=CC=CC=2)[C-]2C=CC=C2)=CC=1.C1C=CC(P(C2C=CC=CC=2)[C-]2C=CC=C2)=CC=1.Cl[Pd]Cl.[Fe+2]. The product is [C:2]([O:65][C:63]([N:5]1[CH2:6][C@@H:2]([CH3:1])[CH2:3][C@H:4]1[C:14]1[NH:18][C:17]2[C:19]3[C:24]([CH:25]=[CH:26][C:16]=2[N:15]=1)=[CH:23][C:22]1[C:27]2[C:32]([CH2:33][O:34][C:21]=1[CH:20]=3)=[CH:31][C:30]([C:45]1[NH:49][C:48]([C@@H:50]3[CH2:54][C@H:53]([CH3:55])[CH2:52][N:51]3[C:56]([O:58][C:59]([CH3:62])([CH3:61])[CH3:60])=[O:57])=[N:47][CH:46]=1)=[CH:29][CH:28]=2)=[O:66])([CH3:6])([CH3:3])[CH3:1]. The yield is 0.500. (7) The reactants are CCCC[N+](CCCC)(CCCC)CCCC.[F-].[O:19]1[C:23]2[CH:24]=[CH:25][CH:26]=[CH:27][C:22]=2[CH:21]=[C:20]1[C:28]1[C:29](=[O:64])[NH:30][C:31](=[O:63])[C:32]=1[C:33]1[C:41]2[C:36](=[N:37][CH:38]=[CH:39][CH:40]=2)[N:35]([CH2:42][CH2:43][CH2:44][O:45][Si](C(C)(C)C)(C2C=CC=CC=2)C2C=CC=CC=2)[CH:34]=1. The catalyst is C1COCC1. The product is [O:19]1[C:23]2[CH:24]=[CH:25][CH:26]=[CH:27][C:22]=2[CH:21]=[C:20]1[C:28]1[C:29](=[O:64])[NH:30][C:31](=[O:63])[C:32]=1[C:33]1[C:41]2[C:36](=[N:37][CH:38]=[CH:39][CH:40]=2)[N:35]([CH2:42][CH2:43][CH2:44][OH:45])[CH:34]=1. The yield is 0.890. (8) The reactants are [NH4+:1].[Cl-:2].C[Al](C)C.[N:7]1[CH:12]=[CH:11][CH:10]=[CH:9][C:8]=1[C:13]1([CH2:18][C:19]#[N:20])[CH2:17][CH2:16][CH2:15][CH2:14]1. The catalyst is C1(C)C=CC=CC=1. The product is [ClH:2].[N:7]1[CH:12]=[CH:11][CH:10]=[CH:9][C:8]=1[C:13]1([CH2:18][C:19]([NH2:1])=[NH:20])[CH2:17][CH2:16][CH2:15][CH2:14]1. The yield is 0.800.